This data is from Catalyst prediction with 721,799 reactions and 888 catalyst types from USPTO. The task is: Predict which catalyst facilitates the given reaction. (1) The catalyst class is: 57. Reactant: [CH:1]1([CH2:4][O:5][C:6]2[CH:11]=[CH:10][CH:9]=[C:8]([O:12][CH2:13][C:14]3[CH:19]=[CH:18][C:17]([O:20][CH3:21])=[CH:16][CH:15]=3)[C:7]=2[C:22](=O)[CH3:23])[CH2:3][CH2:2]1.[OH:25][C:26]1[CH:27]=[C:28]([CH:31]=[CH:32][C:33]=1[N+:34]([O-:36])=[O:35])[CH:29]=O.[C:37]([CH2:39][C:40]([O:42][C:43]([CH3:46])([CH3:45])[CH3:44])=[O:41])#[N:38].C([O-])(=O)C.[NH4+:51]. Product: [NH2:38][C:37]1[N:51]=[C:22]([C:7]2[C:8]([O:12][CH2:13][C:14]3[CH:19]=[CH:18][C:17]([O:20][CH3:21])=[CH:16][CH:15]=3)=[CH:9][CH:10]=[CH:11][C:6]=2[O:5][CH2:4][CH:1]2[CH2:3][CH2:2]2)[CH:23]=[C:29]([C:28]2[CH:31]=[CH:32][C:33]([N+:34]([O-:36])=[O:35])=[C:26]([OH:25])[CH:27]=2)[C:39]=1[C:40]([O:42][C:43]([CH3:46])([CH3:45])[CH3:44])=[O:41]. (2) Reactant: O.NN.[CH3:4][O:5][C:6]1[C:11]([CH2:12][N:13]2C(=O)C3C(=CC=CC=3)C2=O)=[CH:10][CH:9]=[C:8]([O:24][CH2:25][C:26]([F:29])([F:28])[F:27])[N:7]=1.[OH-].[Na+]. Product: [CH3:4][O:5][C:6]1[C:11]([CH2:12][NH2:13])=[CH:10][CH:9]=[C:8]([O:24][CH2:25][C:26]([F:29])([F:27])[F:28])[N:7]=1. The catalyst class is: 5.